From a dataset of Full USPTO retrosynthesis dataset with 1.9M reactions from patents (1976-2016). Predict the reactants needed to synthesize the given product. (1) Given the product [F:42][C:41]([F:44])([F:43])[S:38]([N:3]1[CH2:8][CH2:7][CH:6]([CH2:9][N:10]2[C:20](=[O:21])[C:19]3[N:22]4[C:12](=[CH:13][N:14]=[C:15]4[CH:16]=[CH:17][CH:18]=3)[C:11]2=[O:23])[CH2:5][CH2:4]1)(=[O:40])=[O:39], predict the reactants needed to synthesize it. The reactants are: Cl.Cl.[NH:3]1[CH2:8][CH2:7][CH:6]([CH2:9][N:10]2[C:20](=[O:21])[C:19]3[N:22]4[C:12](=[CH:13][N:14]=[C:15]4[CH:16]=[CH:17][CH:18]=3)[C:11]2=[O:23])[CH2:5][CH2:4]1.C(N(CC)CC)C.C1C=CC(N([S:38]([C:41]([F:44])([F:43])[F:42])(=[O:40])=[O:39])[S:38]([C:41]([F:44])([F:43])[F:42])(=[O:40])=[O:39])=CC=1. (2) Given the product [Br:1][C:2]1[CH:23]=[C:22]2[C:5]([CH2:6][C:7]3([C:15]42[N:19]=[C:18]([NH2:25])[C:17]([CH3:21])=[N:16]4)[CH2:12][CH2:11][CH:10]([O:13][CH3:14])[CH2:9][CH2:8]3)=[CH:4][C:3]=1[F:24], predict the reactants needed to synthesize it. The reactants are: [Br:1][C:2]1[CH:23]=[C:22]2[C:5]([CH2:6][C:7]3([C:15]42[NH:19][C:18](=S)[C:17]([CH3:21])=[N:16]4)[CH2:12][CH2:11][CH:10]([O:13][CH3:14])[CH2:9][CH2:8]3)=[CH:4][C:3]=1[F:24].[NH3:25]. (3) Given the product [I:21][CH2:2][CH2:3][CH2:4][CH2:5][CH2:6][O:7][C:8]1[CH:15]=[CH:14][C:11]([C:12]#[N:13])=[CH:10][CH:9]=1, predict the reactants needed to synthesize it. The reactants are: Cl[CH2:2][CH2:3][CH2:4][CH2:5][CH2:6][O:7][C:8]1[CH:15]=[CH:14][C:11]([C:12]#[N:13])=[CH:10][CH:9]=1.CC(=O)CC.[I-:21].[Na+]. (4) Given the product [Cl-:1].[Cl-:1].[CH3:24][N:23]([CH2:22][C@H:19]1[CH2:20][CH2:21][C@H:16]([NH:15][C:5]2[C:4]3[C:9](=[CH:10][CH:11]=[C:2]([C:31]4[CH:30]=[C:29]([CH3:42])[C:28]([OH:43])=[C:27]([CH3:26])[CH:32]=4)[N:3]=3)[N:8]=[CH:7][C:6]=2[C:12](=[O:14])[CH3:13])[CH2:17][CH2:18]1)[CH3:25], predict the reactants needed to synthesize it. The reactants are: [Cl:1][C:2]1[N:3]=[C:4]2[C:9](=[CH:10][CH:11]=1)[N:8]=[CH:7][C:6]([C:12](=[O:14])[CH3:13])=[C:5]2[NH:15][C@H:16]1[CH2:21][CH2:20][C@H:19]([CH2:22][N:23]([CH3:25])[CH3:24])[CH2:18][CH2:17]1.[CH3:26][C:27]1[CH:32]=[C:31](B2OC(C)(C)C(C)(C)O2)[CH:30]=[C:29]([CH3:42])[C:28]=1[OH:43]. (5) Given the product [C:1]1([C:7]2[CH:8]=[C:9]([C:14]3[N:19]=[C:18]([CH:28]4[S:22][C:23]([N:29]5[CH2:34][CH2:33][O:32][CH2:31][CH2:30]5)=[N:25][C:26]4=[O:27])[CH:17]=[CH:16][CH:15]=3)[CH:10]=[CH:11][C:12]=2[OH:13])[CH:2]=[CH:3][CH:4]=[CH:5][CH:6]=1, predict the reactants needed to synthesize it. The reactants are: [C:1]1([C:7]2[CH:8]=[C:9]([C:14]3[N:19]=[C:18](C=O)[CH:17]=[CH:16][CH:15]=3)[CH:10]=[CH:11][C:12]=2[OH:13])[CH:6]=[CH:5][CH:4]=[CH:3][CH:2]=1.[S:22]1[CH2:28][C:26](=[O:27])[NH:25][C:23]1=S.[NH:29]1[CH2:34][CH2:33][O:32][CH2:31][CH2:30]1. (6) Given the product [N:19]1[CH:20]=[CH:21][CH:22]=[CH:23][C:18]=1[N:12]1[CH2:13][CH2:14][C:9]2[O:8][C:7]([C:3]3[CH:2]=[C:1]([CH3:16])[CH:6]=[CH:5][CH:4]=3)=[N:15][C:10]=2[CH2:11]1, predict the reactants needed to synthesize it. The reactants are: [C:1]1([CH3:16])[CH:6]=[CH:5][CH:4]=[C:3]([C:7]2[O:8][C:9]3[CH2:14][CH2:13][NH:12][CH2:11][C:10]=3[N:15]=2)[CH:2]=1.Br[C:18]1[CH:23]=[CH:22][CH:21]=[CH:20][N:19]=1.C1C=CC(P(C2C(C3C(P(C4C=CC=CC=4)C4C=CC=CC=4)=CC=C4C=3C=CC=C4)=C3C(C=CC=C3)=CC=2)C2C=CC=CC=2)=CC=1.C(O[Na])(C)(C)C.